Dataset: Peptide-MHC class I binding affinity with 185,985 pairs from IEDB/IMGT. Task: Regression. Given a peptide amino acid sequence and an MHC pseudo amino acid sequence, predict their binding affinity value. This is MHC class I binding data. (1) The peptide sequence is IYDFYYLDY. The MHC is HLA-B15:01 with pseudo-sequence HLA-B15:01. The binding affinity (normalized) is 0.0847. (2) The peptide sequence is TPGPGVRYPL. The MHC is HLA-B51:01 with pseudo-sequence HLA-B51:01. The binding affinity (normalized) is 0. (3) The peptide sequence is TTSLFLHLV. The MHC is Mamu-A01 with pseudo-sequence Mamu-A01. The binding affinity (normalized) is 0.806.